This data is from Forward reaction prediction with 1.9M reactions from USPTO patents (1976-2016). The task is: Predict the product of the given reaction. (1) Given the reactants [C:1]1([CH2:10][C:11]#[N:12])[CH:6]=[CH:5][CH:4]=[CH:3][C:2]=1[CH2:7][C:8]#N.[H][H], predict the reaction product. The product is: [CH2:10]1[C:1]2[CH:6]=[CH:5][CH:4]=[CH:3][C:2]=2[CH2:7][CH2:8][NH:12][CH2:11]1. (2) Given the reactants [OH-:1].[Na+].[CH3:3][N:4]1[C@@H:13]2[CH2:14][C:15]3[CH:20]=[CH:19][C:18]([OH:21])=[CH:17][C:16]=3[C@@:7]3([C@H:12]2[CH2:11][CH2:10][CH2:9][CH2:8]3)[CH2:6][CH2:5]1.C1C=C2C=[C:35]([C:43]([OH:45])=[O:44])[C:34]([OH:46])=[C:33](C[C:33]3C4C(=CC=CC=4)C=[C:35]([C:43]([OH:45])=[O:44])[C:34]=3[OH:46])C2=CC=1.[Na+].[OH2:52], predict the reaction product. The product is: [CH3:3][N:4]1[C@@H:13]2[CH2:14][C:15]3[CH:20]=[CH:19][C:18]([OH:21])=[CH:17][C:16]=3[C@@:7]3([C@H:12]2[CH2:11][CH2:10][CH2:9][CH2:8]3)[CH2:6][CH2:5]1.[C@H:35]([OH:21])([C:43]([OH:45])=[O:44])[C@@H:34]([OH:46])[C:33]([OH:52])=[O:1].[OH2:21].[OH2:21]. (3) Given the reactants C([O:3][C:4](=[O:30])[C:5]([CH2:23][C:24]1[CH:29]=[CH:28][CH:27]=[CH:26][CH:25]=1)([NH:11][C:12](=[O:22])[NH:13][C@@H:14]([C:16]1[CH:21]=[CH:20][CH:19]=[CH:18][CH:17]=1)[CH3:15])[C:6]([O:8]CC)=O)C.[OH-].[Li+:32], predict the reaction product. The product is: [CH2:23]([C:5]1([C:4]([O-:3])=[O:30])[C:6](=[O:8])[N:13]([C@@H:14]([C:16]2[CH:17]=[CH:18][CH:19]=[CH:20][CH:21]=2)[CH3:15])[C:12](=[O:22])[NH:11]1)[C:24]1[CH:25]=[CH:26][CH:27]=[CH:28][CH:29]=1.[Li+:32].